Predict which catalyst facilitates the given reaction. From a dataset of Catalyst prediction with 721,799 reactions and 888 catalyst types from USPTO. (1) Reactant: [Cl:1][C:2]1[CH:11]=[CH:10][C:9]2[C:8]([C:12]([OH:14])=O)=[C:7]([Cl:15])[CH:6]=[CH:5][C:4]=2[N:3]=1.[C:16](Cl)(=[O:20])[C:17](Cl)=O.C[N:23]([CH3:26])C=O. Product: [Cl:1][C:2]1[CH:11]=[CH:10][C:9]2[C:8]([C:12]([NH:23][CH2:26][C@:16]3([OH:20])[CH2:17][CH2:6][CH2:7][C@H:8]([CH3:12])[CH2:9]3)=[O:14])=[C:7]([Cl:15])[CH:6]=[CH:5][C:4]=2[N:3]=1. The catalyst class is: 4. (2) Reactant: [CH3:1][C:2]1[C:11]([C:12]2[S:13][C:14]([C:23]3[N:27]=[CH:26][N:25]([CH:28]4[CH2:33][CH2:32][CH2:31][CH2:30][O:29]4)[N:24]=3)=[C:15]([C:17]3[CH:22]=[CH:21][CH:20]=[CH:19][CH:18]=3)[N:16]=2)=[C:5]2[CH:6]=[C:7]([OH:10])[CH:8]=[CH:9][N:4]2[N:3]=1.C(=O)([O-])[O-].[K+].[K+].Cl[CH2:41][CH2:42][CH2:43][N:44]1[CH2:49][CH2:48][O:47][CH2:46][CH2:45]1.C(=O)(O)[O-].[Na+]. Product: [CH3:1][C:2]1[C:11]([C:12]2[S:13][C:14]([C:23]3[N:27]=[CH:26][N:25]([CH:28]4[CH2:33][CH2:32][CH2:31][CH2:30][O:29]4)[N:24]=3)=[C:15]([C:17]3[CH:22]=[CH:21][CH:20]=[CH:19][CH:18]=3)[N:16]=2)=[C:5]2[CH:6]=[C:7]([O:10][CH2:41][CH2:42][CH2:43][N:44]3[CH2:49][CH2:48][O:47][CH2:46][CH2:45]3)[CH:8]=[CH:9][N:4]2[N:3]=1. The catalyst class is: 31. (3) Reactant: Cl[C:2]1[C:7]([C:8]([F:11])([F:10])[F:9])=[C:6]([N:12]2[CH2:17][CH2:16][CH:15]([C:18]3[CH:23]=[CH:22][CH:21]=[CH:20][CH:19]=3)[CH2:14][CH2:13]2)[N:5]=[CH:4][N:3]=1.[NH2:24][NH2:25].[CH:26]1([CH2:29][C:30](Cl)=[O:31])[CH2:28][CH2:27]1. Product: [CH:26]1([CH2:29][C:30]([NH:24][NH:25][C:2]2[C:7]([C:8]([F:11])([F:10])[F:9])=[C:6]([N:12]3[CH2:17][CH2:16][CH:15]([C:18]4[CH:23]=[CH:22][CH:21]=[CH:20][CH:19]=4)[CH2:14][CH2:13]3)[N:5]=[CH:4][N:3]=2)=[O:31])[CH2:28][CH2:27]1. The catalyst class is: 872. (4) Reactant: [F:1][C:2]1[CH:10]=[CH:9][C:5]([CH2:6][NH:7][CH3:8])=[CH:4][CH:3]=1.Cl[C:12]1[NH:13][C:14](=[O:27])[C:15]2[N:20]([CH3:21])[N:19]=[C:18]([CH:22]3[CH2:26][CH2:25][CH2:24][CH2:23]3)[C:16]=2[N:17]=1. Product: [CH:22]1([C:18]2[C:16]3[N:17]=[C:12]([N:7]([CH2:6][C:5]4[CH:9]=[CH:10][C:2]([F:1])=[CH:3][CH:4]=4)[CH3:8])[NH:13][C:14](=[O:27])[C:15]=3[N:20]([CH3:21])[N:19]=2)[CH2:26][CH2:25][CH2:24][CH2:23]1. The catalyst class is: 218. (5) The catalyst class is: 12. Reactant: [CH:1]([NH:4][C:5](=[O:37])[CH2:6][O:7][C:8]1[CH:9]=[C:10]([C:14]2[N:19]=[C:18]([NH:20][C:21]3[CH:22]=[C:23]4[C:27](=[CH:28][CH:29]=3)[N:26](C(OC(C)(C)C)=O)[N:25]=[CH:24]4)[CH:17]=[CH:16][N:15]=2)[CH:11]=[CH:12][CH:13]=1)([CH3:3])[CH3:2].[ClH:38]. Product: [ClH:38].[NH:26]1[C:27]2[C:23](=[CH:22][C:21]([NH:20][C:18]3[CH:17]=[CH:16][N:15]=[C:14]([C:10]4[CH:9]=[C:8]([CH:13]=[CH:12][CH:11]=4)[O:7][CH2:6][C:5]([NH:4][CH:1]([CH3:3])[CH3:2])=[O:37])[N:19]=3)=[CH:29][CH:28]=2)[CH:24]=[N:25]1.[ClH:38]. (6) Product: [F:24][C:5]([F:4])([F:23])[C:6]1[CH:10]=[C:9]([C:11]([F:14])([F:12])[F:13])[N:8]([CH2:15][C:16]2[CH:22]=[CH:21][C:19]([NH2:20])=[C:18]([CH2:25][S:26][CH3:27])[CH:17]=2)[N:7]=1. The catalyst class is: 66. Reactant: ClCCl.[F:4][C:5]([F:24])([F:23])[C:6]1[CH:10]=[C:9]([C:11]([F:14])([F:13])[F:12])[N:8]([CH2:15][C:16]2[CH:22]=[CH:21][C:19]([NH2:20])=[CH:18][CH:17]=2)[N:7]=1.[CH3:25][S:26][CH3:27].ClN1C(=O)CCC1=O.